This data is from NCI-60 drug combinations with 297,098 pairs across 59 cell lines. The task is: Regression. Given two drug SMILES strings and cell line genomic features, predict the synergy score measuring deviation from expected non-interaction effect. (1) Drug 1: CN(CCCl)CCCl.Cl. Drug 2: COCCOC1=C(C=C2C(=C1)C(=NC=N2)NC3=CC=CC(=C3)C#C)OCCOC.Cl. Cell line: NCI/ADR-RES. Synergy scores: CSS=5.31, Synergy_ZIP=-3.22, Synergy_Bliss=-2.87, Synergy_Loewe=-2.78, Synergy_HSA=-2.71. (2) Drug 1: CC1C(C(CC(O1)OC2CC(CC3=C2C(=C4C(=C3O)C(=O)C5=C(C4=O)C(=CC=C5)OC)O)(C(=O)C)O)N)O.Cl. Drug 2: C1=C(C(=O)NC(=O)N1)F. Cell line: 786-0. Synergy scores: CSS=40.5, Synergy_ZIP=5.86, Synergy_Bliss=5.64, Synergy_Loewe=10.1, Synergy_HSA=10.6. (3) Drug 1: CC1CCC2CC(C(=CC=CC=CC(CC(C(=O)C(C(C(=CC(C(=O)CC(OC(=O)C3CCCCN3C(=O)C(=O)C1(O2)O)C(C)CC4CCC(C(C4)OC)O)C)C)O)OC)C)C)C)OC. Drug 2: C1=NC(=NC(=O)N1C2C(C(C(O2)CO)O)O)N. Cell line: SW-620. Synergy scores: CSS=34.9, Synergy_ZIP=-9.96, Synergy_Bliss=0.940, Synergy_Loewe=2.34, Synergy_HSA=2.83. (4) Drug 1: CC1CCC2CC(C(=CC=CC=CC(CC(C(=O)C(C(C(=CC(C(=O)CC(OC(=O)C3CCCCN3C(=O)C(=O)C1(O2)O)C(C)CC4CCC(C(C4)OC)O)C)C)O)OC)C)C)C)OC. Drug 2: CC1=C2C(C(=O)C3(C(CC4C(C3C(C(C2(C)C)(CC1OC(=O)C(C(C5=CC=CC=C5)NC(=O)OC(C)(C)C)O)O)OC(=O)C6=CC=CC=C6)(CO4)OC(=O)C)O)C)O. Cell line: ACHN. Synergy scores: CSS=15.1, Synergy_ZIP=-5.93, Synergy_Bliss=-3.98, Synergy_Loewe=-4.76, Synergy_HSA=-5.43. (5) Drug 1: CCCS(=O)(=O)NC1=C(C(=C(C=C1)F)C(=O)C2=CNC3=C2C=C(C=N3)C4=CC=C(C=C4)Cl)F. Drug 2: CCN(CC)CCCC(C)NC1=C2C=C(C=CC2=NC3=C1C=CC(=C3)Cl)OC. Cell line: OVCAR3. Synergy scores: CSS=23.0, Synergy_ZIP=-2.77, Synergy_Bliss=2.36, Synergy_Loewe=-16.3, Synergy_HSA=-0.533. (6) Drug 1: CC(C)NC(=O)C1=CC=C(C=C1)CNNC.Cl. Drug 2: C1C(C(OC1N2C=NC(=NC2=O)N)CO)O. Cell line: HCC-2998. Synergy scores: CSS=24.2, Synergy_ZIP=-1.46, Synergy_Bliss=-3.20, Synergy_Loewe=-20.0, Synergy_HSA=-2.41. (7) Drug 1: CN(C)C(=N)N=C(N)N. Drug 2: C1=CC(=C(C=C1I)F)NC2=C(C=CC(=C2F)F)C(=O)NOCC(CO)O. Cell line: HT29. Synergy scores: CSS=46.8, Synergy_ZIP=-2.35, Synergy_Bliss=-5.48, Synergy_Loewe=-41.2, Synergy_HSA=-5.36. (8) Drug 1: C1=CC(=CC=C1CCC2=CNC3=C2C(=O)NC(=N3)N)C(=O)NC(CCC(=O)O)C(=O)O. Drug 2: C1=NNC2=C1C(=O)NC=N2. Cell line: UACC62. Synergy scores: CSS=12.4, Synergy_ZIP=-4.57, Synergy_Bliss=-0.998, Synergy_Loewe=-3.71, Synergy_HSA=-0.0882.